This data is from Full USPTO retrosynthesis dataset with 1.9M reactions from patents (1976-2016). The task is: Predict the reactants needed to synthesize the given product. (1) Given the product [F:20][C:2]1([F:1])[CH2:7][CH2:6][C:5]([C:9]2[CH:10]=[N:11][N:12]([CH:14]3[CH2:19][CH2:18][CH2:17][CH2:16][O:15]3)[CH:13]=2)=[CH:4][CH2:3]1, predict the reactants needed to synthesize it. The reactants are: [F:1][C:2]1([F:20])[CH2:7][CH2:6][C:5]([C:9]2[CH:10]=[N:11][N:12]([CH:14]3[CH2:19][CH2:18][CH2:17][CH2:16][O:15]3)[CH:13]=2)(O)[CH2:4][CH2:3]1.C1(C)C=CC(S(O)(=O)=O)=CC=1. (2) Given the product [Cl:26][C:27]1[CH:28]=[C:29]([NH:30][C:2]2[C:11]3[C:6](=[CH:7][CH:8]=[C:9]([O:12][CH2:13][CH:14]4[CH2:18][CH2:17][NH:16][CH2:15]4)[CH:10]=3)[N:5]=[CH:4][N:3]=2)[CH:31]=[CH:32][C:33]=1[O:34][CH2:35][C:36]1[CH:41]=[CH:40][CH:39]=[CH:38][N:37]=1, predict the reactants needed to synthesize it. The reactants are: Cl[C:2]1[C:11]2[C:6](=[CH:7][CH:8]=[C:9]([O:12][CH2:13][CH:14]3[CH2:18][CH2:17][N:16](C(OC(C)(C)C)=O)[CH2:15]3)[CH:10]=2)[N:5]=[CH:4][N:3]=1.[Cl:26][C:27]1[CH:28]=[C:29]([CH:31]=[CH:32][C:33]=1[O:34][CH2:35][C:36]1[CH:41]=[CH:40][CH:39]=[CH:38][N:37]=1)[NH2:30]. (3) Given the product [CH2:23]([CH:25]1[C:33]2[C:28](=[CH:29][CH:30]=[C:31]([N:34]3[C:38](=[O:39])[C:37](=[N:19][NH:2][C:3]4[C:4]([OH:18])=[C:5]([C:9]5[CH:14]=[CH:13][CH:12]=[C:11]([C:15]([OH:17])=[O:16])[CH:10]=5)[CH:6]=[CH:7][CH:8]=4)[C:36]([CH3:40])=[N:35]3)[CH:32]=2)[CH2:27][CH2:26]1)[CH3:24], predict the reactants needed to synthesize it. The reactants are: Br.[NH2:2][C:3]1[C:4]([OH:18])=[C:5]([C:9]2[CH:14]=[CH:13][CH:12]=[C:11]([C:15]([OH:17])=[O:16])[CH:10]=2)[CH:6]=[CH:7][CH:8]=1.[N:19]([O-])=O.[Na+].[CH2:23]([CH:25]1[C:33]2[C:28](=[CH:29][CH:30]=[C:31]([N:34]3[C:38](=[O:39])[CH2:37][C:36]([CH3:40])=[N:35]3)[CH:32]=2)[CH2:27][CH2:26]1)[CH3:24].C(=O)(O)[O-].[Na+].